Dataset: Merck oncology drug combination screen with 23,052 pairs across 39 cell lines. Task: Regression. Given two drug SMILES strings and cell line genomic features, predict the synergy score measuring deviation from expected non-interaction effect. (1) Drug 1: NC(=O)c1cccc2cn(-c3ccc(C4CCCNC4)cc3)nc12. Drug 2: CCc1cnn2c(NCc3ccc[n+]([O-])c3)cc(N3CCCCC3CCO)nc12. Cell line: A375. Synergy scores: synergy=-12.8. (2) Drug 1: CS(=O)(=O)CCNCc1ccc(-c2ccc3ncnc(Nc4ccc(OCc5cccc(F)c5)c(Cl)c4)c3c2)o1. Drug 2: NC(=O)c1cccc2cn(-c3ccc(C4CCCNC4)cc3)nc12. Cell line: HT29. Synergy scores: synergy=22.5. (3) Drug 1: CC1CC2C3CCC4=CC(=O)C=CC4(C)C3(F)C(O)CC2(C)C1(O)C(=O)CO. Drug 2: O=C(O)C1(Cc2cccc(Nc3nccs3)n2)CCC(Oc2cccc(Cl)c2F)CC1. Cell line: MDAMB436. Synergy scores: synergy=1.07. (4) Drug 1: COc1cc(C2c3cc4c(cc3C(OC3OC5COC(C)OC5C(O)C3O)C3COC(=O)C23)OCO4)cc(OC)c1O. Drug 2: NC(=O)c1cccc2cn(-c3ccc(C4CCCNC4)cc3)nc12. Cell line: LNCAP. Synergy scores: synergy=-21.6. (5) Drug 1: COC1=C2CC(C)CC(OC)C(O)C(C)C=C(C)C(OC(N)=O)C(OC)C=CC=C(C)C(=O)NC(=CC1=O)C2=O. Drug 2: CCc1cnn2c(NCc3ccc[n+]([O-])c3)cc(N3CCCCC3CCO)nc12. Cell line: A2058. Synergy scores: synergy=5.97. (6) Drug 1: O=C(O)C1(Cc2cccc(Nc3nccs3)n2)CCC(Oc2cccc(Cl)c2F)CC1. Drug 2: CC(C)CC(NC(=O)C(Cc1ccccc1)NC(=O)c1cnccn1)B(O)O. Cell line: COLO320DM. Synergy scores: synergy=-104. (7) Drug 1: COC1CC2CCC(C)C(O)(O2)C(=O)C(=O)N2CCCCC2C(=O)OC(C(C)CC2CCC(OP(C)(C)=O)C(OC)C2)CC(=O)C(C)C=C(C)C(O)C(OC)C(=O)C(C)CC(C)C=CC=CC=C1C. Drug 2: CCC1(O)C(=O)OCc2c1cc1n(c2=O)Cc2cc3c(CN(C)C)c(O)ccc3nc2-1. Cell line: OV90. Synergy scores: synergy=16.7. (8) Drug 1: C#Cc1cccc(Nc2ncnc3cc(OCCOC)c(OCCOC)cc23)c1. Drug 2: CC(C)CC(NC(=O)C(Cc1ccccc1)NC(=O)c1cnccn1)B(O)O. Cell line: OVCAR3. Synergy scores: synergy=-15.1. (9) Drug 1: COC1=C2CC(C)CC(OC)C(O)C(C)C=C(C)C(OC(N)=O)C(OC)C=CC=C(C)C(=O)NC(=CC1=O)C2=O. Drug 2: CCc1c2c(nc3ccc(O)cc13)-c1cc3c(c(=O)n1C2)COC(=O)C3(O)CC. Cell line: PA1. Synergy scores: synergy=9.28. (10) Drug 1: O=S1(=O)NC2(CN1CC(F)(F)F)C1CCC2Cc2cc(C=CCN3CCC(C(F)(F)F)CC3)ccc2C1. Drug 2: N#Cc1ccc(Cn2cncc2CN2CCN(c3cccc(Cl)c3)C(=O)C2)cc1. Cell line: PA1. Synergy scores: synergy=13.6.